From a dataset of Reaction yield outcomes from USPTO patents with 853,638 reactions. Predict the reaction yield, written as a fraction of the theoretical maximum amount of product (1.0 means a 100% yield; for example, 0.34 means a 34% yield). (1) The yield is 0.550. The product is [CH2:7]([N:6]1[C:2]([N:20]2[CH2:21][CH2:22][CH2:23][CH:17]([NH:16][C:14](=[O:15])[C:13]([F:24])([F:12])[F:25])[CH2:18][CH2:19]2)=[C:3]([N+:9]([O-:11])=[O:10])[CH:4]=[N:5]1)[CH3:8]. No catalyst specified. The reactants are Cl[C:2]1[N:6]([CH2:7][CH3:8])[N:5]=[CH:4][C:3]=1[N+:9]([O-:11])=[O:10].[F:12][C:13]([F:25])([F:24])[C:14]([NH:16][CH:17]1[CH2:23][CH2:22][CH2:21][NH:20][CH2:19][CH2:18]1)=[O:15]. (2) The reactants are I[C:2]1[S:6][C:5]([C:7]2[S:8][C:9]([CH:12]=[O:13])=[CH:10][CH:11]=2)=[CH:4][CH:3]=1.[C:14]1([N:20]([C:30]2[CH:35]=[CH:34][CH:33]=[CH:32][CH:31]=2)[C:21]2[CH:26]=[CH:25][C:24](B(O)O)=[CH:23][CH:22]=2)[CH:19]=[CH:18][CH:17]=[CH:16][CH:15]=1.C(=O)([O-])[O-].[K+].[K+]. The catalyst is C(COC)OC.C1C=CC([P]([Pd]([P](C2C=CC=CC=2)(C2C=CC=CC=2)C2C=CC=CC=2)([P](C2C=CC=CC=2)(C2C=CC=CC=2)C2C=CC=CC=2)[P](C2C=CC=CC=2)(C2C=CC=CC=2)C2C=CC=CC=2)(C2C=CC=CC=2)C2C=CC=CC=2)=CC=1. The product is [C:30]1([N:20]([C:14]2[CH:15]=[CH:16][CH:17]=[CH:18][CH:19]=2)[C:21]2[CH:26]=[CH:25][C:24]([C:2]3[S:6][C:5]([C:7]4[S:8][C:9]([CH:12]=[O:13])=[CH:10][CH:11]=4)=[CH:4][CH:3]=3)=[CH:23][CH:22]=2)[CH:31]=[CH:32][CH:33]=[CH:34][CH:35]=1. The yield is 0.387. (3) The yield is 0.510. The reactants are C[Si]([N-][Si](C)(C)C)(C)C.[Na+].[CH3:11][N:12]1[CH2:17][CH:16]=[C:15]([C:18]2[C:26]3[C:21](=[N:22][CH:23]=[CH:24][CH:25]=3)[NH:20][CH:19]=2)[CH2:14][CH2:13]1.[C:27]1([S:33](Cl)(=[O:35])=[O:34])[CH:32]=[CH:31][CH:30]=[CH:29][CH:28]=1. The catalyst is C1COCC1. The product is [CH3:11][N:12]1[CH2:13][CH:14]=[C:15]([C:18]2[C:26]3[C:21](=[N:22][CH:23]=[CH:24][CH:25]=3)[N:20]([S:33]([C:27]3[CH:32]=[CH:31][CH:30]=[CH:29][CH:28]=3)(=[O:35])=[O:34])[CH:19]=2)[CH2:16][CH2:17]1. (4) The reactants are [NH2:1][C:2]1[CH:3]=[C:4]([CH:10]=[CH:11][CH:12]=1)[C:5]([O:7][CH2:8][CH3:9])=[O:6].[F:13][C:14]1[CH:22]=[CH:21][CH:20]=[C:19]([F:23])[C:15]=1[C:16](Cl)=[O:17]. The catalyst is C(Cl)Cl. The product is [F:13][C:14]1[CH:22]=[CH:21][CH:20]=[C:19]([F:23])[C:15]=1[C:16]([NH:1][C:2]1[CH:3]=[C:4]([CH:10]=[CH:11][CH:12]=1)[C:5]([O:7][CH2:8][CH3:9])=[O:6])=[O:17]. The yield is 0.950. (5) The reactants are [Br:1][C:2]1[CH:3]=[C:4]([CH:8]([O:16][Si:17]([CH:24]([CH3:26])[CH3:25])([CH:21]([CH3:23])[CH3:22])[CH:18]([CH3:20])[CH3:19])[C:9]2[CH:10]=[C:11]([CH2:14][OH:15])[S:12][CH:13]=2)[CH:5]=[CH:6][CH:7]=1. The catalyst is O=[Mn]=O.C(Cl)Cl. The product is [Br:1][C:2]1[CH:3]=[C:4]([CH:8]([O:16][Si:17]([CH:21]([CH3:23])[CH3:22])([CH:24]([CH3:26])[CH3:25])[CH:18]([CH3:19])[CH3:20])[C:9]2[CH:10]=[C:11]([CH:14]=[O:15])[S:12][CH:13]=2)[CH:5]=[CH:6][CH:7]=1. The yield is 0.400. (6) The reactants are C(OP([CH2:9][C:10]1[CH:15]=[CH:14][CH:13]=[C:12]([O:16][C:17]2[CH:22]=[C:21]([CH3:23])[CH:20]=[CH:19][N:18]=2)[CH:11]=1)(=O)OCC)C.[H-].[Na+].[C:26]([O:30][C:31]([N:33]1[CH2:38][CH2:37][C:36](=O)[CH2:35][CH2:34]1)=[O:32])([CH3:29])([CH3:28])[CH3:27].O. The catalyst is C1COCC1.O1CCOCCOCCOCCOCC1. The product is [C:26]([O:30][C:31]([N:33]1[CH2:38][CH2:37][C:36](=[CH:9][C:10]2[CH:15]=[CH:14][CH:13]=[C:12]([O:16][C:17]3[CH:22]=[C:21]([CH3:23])[CH:20]=[CH:19][N:18]=3)[CH:11]=2)[CH2:35][CH2:34]1)=[O:32])([CH3:29])([CH3:27])[CH3:28]. The yield is 0.350. (7) The catalyst is O1CCOCC1.O1CCCC1.C(Cl)Cl.C(N(CC)CC)C. The product is [OH:2][CH2:1][C:4]([CH3:3])([C:12](=[O:14])[CH3:13])[C:5]([O:7][C:8]([CH3:9])([CH3:11])[CH3:10])=[O:6]. The reactants are [CH2:1]=[O:2].[CH3:3][CH:4]([C:12](=[O:14])[CH3:13])[C:5]([O:7][C:8]([CH3:11])([CH3:10])[CH3:9])=[O:6].C1(C)C=CC=CC=1. The yield is 0.740. (8) The reactants are [CH:1]1([NH:6][C:7]2[N:12]=[C:11]([C:13]3[C:14]([C:28]4[CH:33]=[CH:32][C:31]([O:34][CH3:35])=[CH:30][CH:29]=4)=[N:15][N:16]4[C:21]([NH:22][CH2:23][CH2:24][CH2:25][CH2:26][NH2:27])=[CH:20][CH:19]=[CH:18][C:17]=34)[CH:10]=[CH:9][N:8]=2)[CH2:5][CH2:4][CH2:3][CH2:2]1.C(N(CC)CC)C.C1C(=O)N([O:50][C:51]([CH2:53][CH2:54][CH2:55][CH2:56][C@@H:57]2[S:61][CH2:60][C@@H:59]3[NH:62][C:63]([NH:65][C@H:58]23)=[O:64])=O)C(=O)C1.O. The catalyst is CN(C)C=O. The product is [O:64]=[C:63]1[NH:62][C@H:59]2[CH2:60][S:61][C@@H:57]([CH2:56][CH2:55][CH2:54][CH2:53][C:51]([NH:27][CH2:26][CH2:25][CH2:24][CH2:23][NH:22][C:21]3[N:16]4[N:15]=[C:14]([C:28]5[CH:29]=[CH:30][C:31]([O:34][CH3:35])=[CH:32][CH:33]=5)[C:13]([C:11]5[CH:10]=[CH:9][N:8]=[C:7]([NH:6][CH:1]6[CH2:2][CH2:3][CH2:4][CH2:5]6)[N:12]=5)=[C:17]4[CH:18]=[CH:19][CH:20]=3)=[O:50])[C@H:58]2[NH:65]1. The yield is 0.510. (9) The reactants are [Br:1][C:2]1[CH:3]=[C:4]([C:8](=O)[CH2:9][C:10](=O)[C:11]([F:14])([F:13])[F:12])[CH:5]=[CH:6][CH:7]=1.[C:17]([CH2:19][C:20]([NH:22][CH2:23][C:24]1[CH:29]=[CH:28][C:27]([CH3:30])=[CH:26][C:25]=1[CH3:31])=[O:21])#[N:18].C1CCN2C(=NCCC2)CC1. The catalyst is C1C=CC=CC=1. The product is [Br:1][C:2]1[CH:3]=[C:4]([C:8]2[N:22]([CH2:23][C:24]3[CH:29]=[CH:28][C:27]([CH3:30])=[CH:26][C:25]=3[CH3:31])[C:20](=[O:21])[C:19]([C:17]#[N:18])=[C:10]([C:11]([F:14])([F:13])[F:12])[CH:9]=2)[CH:5]=[CH:6][CH:7]=1. The yield is 0.660. (10) The reactants are [Se](=O)=[O:2].[CH3:4][C:5]([O:14][C:15](=[O:17])[CH3:16])([C:7]1[C:8]([CH3:13])=[N:9][CH:10]=[CH:11][CH:12]=1)[CH3:6]. The catalyst is O.O1CCOCC1. The product is [CH:13]([C:8]1[C:7]([C:5]([O:14][C:15](=[O:17])[CH3:16])([CH3:4])[CH3:6])=[CH:12][CH:11]=[CH:10][N:9]=1)=[O:2]. The yield is 0.460.